This data is from Forward reaction prediction with 1.9M reactions from USPTO patents (1976-2016). The task is: Predict the product of the given reaction. (1) Given the reactants C[Si](C)(C)CCOC[N:7]1[CH:11]=[C:10]([C:12]2[N:17]3[CH:18]=[CH:19][N:20]=[C:16]3[CH:15]=[C:14]([C:21]([O:23][CH3:24])=[O:22])[N:13]=2)[CH:9]=[N:8]1.C(Cl)[Cl:28].Cl.O1CCOCC1, predict the reaction product. The product is: [ClH:28].[NH:7]1[CH:11]=[C:10]([C:12]2[N:17]3[CH:18]=[CH:19][N:20]=[C:16]3[CH:15]=[C:14]([C:21]([O:23][CH3:24])=[O:22])[N:13]=2)[CH:9]=[N:8]1. (2) Given the reactants Br[C:2]1[C:10]2[NH:9][C:8]3[CH:11]4[CH2:17][CH2:16][N:14]([CH2:15][C:7]=3[C:6]=2[CH:5]=[CH:4][CH:3]=1)[CH2:13][CH2:12]4.[C:18]([C:20]1[CH:21]=[N:22][CH:23]=[CH:24][CH:25]=1)#[CH:19], predict the reaction product. The product is: [N:22]1[CH:23]=[CH:24][CH:25]=[C:20]([C:18]#[C:19][C:2]2[C:10]3[NH:9][C:8]4[CH:11]5[CH2:17][CH2:16][N:14]([CH2:15][C:7]=4[C:6]=3[CH:5]=[CH:4][CH:3]=2)[CH2:13][CH2:12]5)[CH:21]=1.